From a dataset of Reaction yield outcomes from USPTO patents with 853,638 reactions. Predict the reaction yield, written as a fraction of the theoretical maximum amount of product (1.0 means a 100% yield; for example, 0.34 means a 34% yield). (1) The reactants are [OH-].[K+].C([O:5][C:6](=[O:29])[C:7]([CH3:28])([CH3:27])[CH2:8][CH2:9][CH2:10][CH2:11][CH:12]([CH2:25][OH:26])[CH2:13][CH2:14][CH2:15][CH2:16][C:17]([CH3:24])([CH3:23])[C:18]([O:20]CC)=[O:19])C. The catalyst is O.C(O)C. The product is [OH:26][CH2:25][CH:12]([CH2:13][CH2:14][CH2:15][CH2:16][C:17]([CH3:24])([CH3:23])[C:18]([OH:20])=[O:19])[CH2:11][CH2:10][CH2:9][CH2:8][C:7]([CH3:28])([CH3:27])[C:6]([OH:29])=[O:5]. The yield is 0.810. (2) The reactants are [F:1][C:2]([F:12])([F:11])[CH2:3][CH2:4][S:5][CH2:6][CH2:7][C:8](O)=[O:9].S(Cl)([Cl:15])=O. The catalyst is ClCCl. The product is [F:1][C:2]([F:12])([F:11])[CH2:3][CH2:4][S:5][CH2:6][CH2:7][C:8]([Cl:15])=[O:9]. The yield is 0.860. (3) The reactants are [N:1]([C:4]1[CH:9]=[CH:8][C:7]([C:10]([F:13])([F:12])[F:11])=[CH:6][CH:5]=1)=[C:2]=[O:3].OC(C(F)(F)F)=O.[Cl:21][C:22]1[CH:39]=[CH:38][C:25]([CH2:26][N:27]2[C:31]([C@H:32]3[CH2:36][CH2:35][CH2:34][NH:33]3)=[N:30][N:29]=[C:28]2[CH3:37])=[CH:24][CH:23]=1.C(N(CC)C(C)C)(C)C.C([O-])(O)=O.[Na+]. The catalyst is C(Cl)Cl.[Cl-].[Na+].O. The product is [Cl:21][C:22]1[CH:39]=[CH:38][C:25]([CH2:26][N:27]2[C:28]([CH3:37])=[N:29][N:30]=[C:31]2[C@H:32]2[CH2:36][CH2:35][CH2:34][N:33]2[C:2]([NH:1][C:4]2[CH:5]=[CH:6][C:7]([C:10]([F:11])([F:12])[F:13])=[CH:8][CH:9]=2)=[O:3])=[CH:24][CH:23]=1. The yield is 0.530. (4) The reactants are Br[C:2]1[CH:7]=[CH:6][C:5](/[CH:8]=[CH:9]/[C:10]2[N:11]([CH2:23][CH3:24])[CH:12]=[C:13]([C:15]3[CH:20]=[CH:19][C:18]([Cl:21])=[CH:17][C:16]=3[Cl:22])[N:14]=2)=[CH:4][CH:3]=1.[NH2:25][C:26]1[CH:31]=[CH:30][C:29](B(O)O)=[CH:28][CH:27]=1.Br[CH2:36][CH2:37][CH2:38][C:39]([O:41]C)=[O:40]. No catalyst specified. The product is [Cl:22][C:16]1[CH:17]=[C:18]([Cl:21])[CH:19]=[CH:20][C:15]=1[C:13]1[N:14]=[C:10](/[CH:9]=[CH:8]/[C:5]2[CH:6]=[CH:7][C:2]([C:29]3[CH:30]=[CH:31][C:26]([NH:25][CH2:36][CH2:37][CH2:38][C:39]([OH:41])=[O:40])=[CH:27][CH:28]=3)=[CH:3][CH:4]=2)[N:11]([CH2:23][CH3:24])[CH:12]=1. The yield is 0.360. (5) The reactants are [C:1]([C:4]1[CH:5]=[CH:6][C:7]([O:13][CH2:14][C:15]2[CH:20]=[CH:19][CH:18]=[CH:17][CH:16]=2)=[C:8]([CH:12]=1)[C:9]([OH:11])=O)(=[O:3])[CH3:2].[F:21][C:22]([F:35])([F:34])[C:23]1[CH:24]=[C:25]([CH:27]=[C:28]([C:30]([F:33])([F:32])[F:31])[CH:29]=1)[NH2:26]. No catalyst specified. The product is [C:1]([C:4]1[CH:5]=[CH:6][C:7]([O:13][CH2:14][C:15]2[CH:20]=[CH:19][CH:18]=[CH:17][CH:16]=2)=[C:8]([CH:12]=1)[C:9]([NH:26][C:25]1[CH:27]=[C:28]([C:30]([F:31])([F:32])[F:33])[CH:29]=[C:23]([C:22]([F:21])([F:34])[F:35])[CH:24]=1)=[O:11])(=[O:3])[CH3:2]. The yield is 0.631. (6) The product is [NH3:1].[NH2:1][C:2]1[C:3]2[N:4]([C:8]([C@H:12]3[CH2:17][CH2:16][C@H:15]([CH2:18][NH:19][C:20](=[O:29])[O:21][CH2:22][C:23]4[CH:28]=[CH:27][CH:26]=[CH:25][CH:24]=4)[CH2:14][CH2:13]3)=[N:9][C:10]=2[C:38]2[NH:37][C:45]3[C:40]([CH:39]=2)=[CH:41][CH:42]=[CH:43][CH:44]=3)[CH:5]=[CH:6][N:7]=1. The yield is 0.0500. The catalyst is C1C=CC([P]([Pd]([P](C2C=CC=CC=2)(C2C=CC=CC=2)C2C=CC=CC=2)([P](C2C=CC=CC=2)(C2C=CC=CC=2)C2C=CC=CC=2)[P](C2C=CC=CC=2)(C2C=CC=CC=2)C2C=CC=CC=2)(C2C=CC=CC=2)C2C=CC=CC=2)=CC=1.COCCOC. The reactants are [NH2:1][C:2]1[C:3]2[N:4]([C:8]([C@H:12]3[CH2:17][CH2:16][C@H:15]([CH2:18][NH:19][C:20](=[O:29])[O:21][CH2:22][C:23]4[CH:28]=[CH:27][CH:26]=[CH:25][CH:24]=4)[CH2:14][CH2:13]3)=[N:9][C:10]=2I)[CH:5]=[CH:6][N:7]=1.C(OC([N:37]1[C:45]2[C:40](=[CH:41][CH:42]=[CH:43][CH:44]=2)[CH:39]=[C:38]1B(O)O)=O)(C)(C)C.O.C(=O)([O-])[O-].[Cs+].[Cs+]. (7) The reactants are [Cl:1][C:2]1[CH:11]=[CH:10][CH:9]=[C:8]2[C:3]=1[CH:4](I)[CH2:5][CH2:6][O:7]2.[B:13]1([B:13]2[O:17][C:16]([CH3:19])([CH3:18])[C:15]([CH3:21])([CH3:20])[O:14]2)[O:17][C:16]([CH3:19])([CH3:18])[C:15]([CH3:21])([CH3:20])[O:14]1.C([O-])(=O)C.[K+]. The catalyst is CN(C=O)C.C1C=CC(P(C2C=CC=CC=2)[C-]2C=CC=C2)=CC=1.C1C=CC(P(C2C=CC=CC=2)[C-]2C=CC=C2)=CC=1.Cl[Pd]Cl.[Fe+2]. The product is [Cl:1][C:2]1[C:11]([B:13]2[O:17][C:16]([CH3:19])([CH3:18])[C:15]([CH3:21])([CH3:20])[O:14]2)=[CH:10][CH:9]=[C:8]2[C:3]=1[CH2:4][CH2:5][CH2:6][O:7]2. The yield is 0.200.